Dataset: Catalyst prediction with 721,799 reactions and 888 catalyst types from USPTO. Task: Predict which catalyst facilitates the given reaction. (1) Reactant: [CH3:1][C:2]1([CH3:14])[C:6]2[CH:7]=[CH:8][C:9]([C:11](Cl)=[O:12])=[CH:10][C:5]=2[O:4][CH2:3]1.N1C=CC=CC=1.[CH3:21][C:22]1[CH:37]=[C:25]2[N:26]=[C:27]([NH2:36])[CH:28]=[C:29]([C:30]3[CH:35]=[CH:34][CH:33]=[CH:32][CH:31]=3)[N:24]2[N:23]=1. Product: [CH3:1][C:2]1([CH3:14])[C:6]2[CH:7]=[CH:8][C:9]([C:11]([NH:36][C:27]3[CH:28]=[C:29]([C:30]4[CH:35]=[CH:34][CH:33]=[CH:32][CH:31]=4)[N:24]4[N:23]=[C:22]([CH3:21])[CH:37]=[C:25]4[N:26]=3)=[O:12])=[CH:10][C:5]=2[O:4][CH2:3]1. The catalyst class is: 47. (2) Reactant: B.CSC.[F:5][C:6]([F:18])([F:17])[C:7]([C:13]([F:16])([F:15])[F:14])([OH:12])[CH2:8][C:9]([CH3:11])=[CH2:10].[OH-:19].[Na+]. Product: [F:5][C:6]([F:17])([F:18])[C:7]([C:13]([F:14])([F:15])[F:16])([OH:12])[CH2:8][CH:9]([CH3:11])[CH2:10][OH:19]. The catalyst class is: 1. (3) Reactant: Br[CH:2]([C:8]1[CH:13]=[CH:12][CH:11]=[CH:10][CH:9]=1)[C:3]([O:5][CH2:6][CH3:7])=[O:4].CCN(C(C)C)C(C)C.[NH:23]1[CH2:28][CH2:27][CH:26]([C:29]([NH2:31])=[O:30])[CH2:25][CH2:24]1. Product: [C:29]([CH:26]1[CH2:27][CH2:28][N:23]([CH:2]([C:8]2[CH:13]=[CH:12][CH:11]=[CH:10][CH:9]=2)[C:3]([O:5][CH2:6][CH3:7])=[O:4])[CH2:24][CH2:25]1)(=[O:30])[NH2:31]. The catalyst class is: 10. (4) Product: [NH2:21][C:16]1[CH:17]=[N:18][CH:19]=[CH:20][C:15]=1[CH:13]1[O:12][C:11]([CH3:25])([CH3:24])[CH:10]([OH:26])[CH:9]([O:8][Si:1]([C:4]([CH3:7])([CH3:6])[CH3:5])([CH3:2])[CH3:3])[CH2:14]1. Reactant: [Si:1]([O:8][CH:9]1[CH2:14][CH:13]([C:15]2[CH:20]=[CH:19][N:18]=[CH:17][C:16]=2[N+:21]([O-])=O)[O:12][C:11]([CH3:25])([CH3:24])[CH:10]1[OH:26])([C:4]([CH3:7])([CH3:6])[CH3:5])([CH3:3])[CH3:2]. The catalyst class is: 293. (5) Reactant: C[Si](C)(C)[N-][Si](C)(C)C.[Li+].[Cl:11][C:12]1[CH:17]=[CH:16][C:15]([CH:18]2[CH2:23][CH2:22][CH:21]([C:24]([O:26][CH3:27])=[O:25])[CH2:20][CH2:19]2)=[CH:14][CH:13]=1.[CH2:28](Br)[CH:29]=[CH2:30]. Product: [CH2:30]([C:21]1([C:24]([O:26][CH3:27])=[O:25])[CH2:20][CH2:19][CH:18]([C:15]2[CH:14]=[CH:13][C:12]([Cl:11])=[CH:17][CH:16]=2)[CH2:23][CH2:22]1)[CH:29]=[CH2:28]. The catalyst class is: 54. (6) Reactant: [Br:1][C:2]1[CH:7]=[CH:6][C:5]([OH:8])=[C:4]([CH2:9][CH3:10])[CH:3]=1.C(=O)([O-])[O-].[K+].[K+].[CH2:17](Br)[C:18]1[CH:23]=[CH:22][CH:21]=[CH:20][CH:19]=1. Product: [Br:1][C:2]1[CH:7]=[CH:6][C:5]([O:8][CH2:17][C:18]2[CH:23]=[CH:22][CH:21]=[CH:20][CH:19]=2)=[C:4]([CH2:9][CH3:10])[CH:3]=1. The catalyst class is: 3.